The task is: Regression. Given two drug SMILES strings and cell line genomic features, predict the synergy score measuring deviation from expected non-interaction effect.. This data is from NCI-60 drug combinations with 297,098 pairs across 59 cell lines. (1) Drug 1: CC(C)(C#N)C1=CC(=CC(=C1)CN2C=NC=N2)C(C)(C)C#N. Drug 2: CC=C1C(=O)NC(C(=O)OC2CC(=O)NC(C(=O)NC(CSSCCC=C2)C(=O)N1)C(C)C)C(C)C. Cell line: COLO 205. Synergy scores: CSS=15.8, Synergy_ZIP=1.92, Synergy_Bliss=0.725, Synergy_Loewe=-25.1, Synergy_HSA=-3.37. (2) Drug 1: CC1C(C(CC(O1)OC2CC(CC3=C2C(=C4C(=C3O)C(=O)C5=C(C4=O)C(=CC=C5)OC)O)(C(=O)C)O)N)O.Cl. Drug 2: CC(C1=C(C=CC(=C1Cl)F)Cl)OC2=C(N=CC(=C2)C3=CN(N=C3)C4CCNCC4)N. Cell line: HOP-92. Synergy scores: CSS=22.3, Synergy_ZIP=-8.66, Synergy_Bliss=-3.76, Synergy_Loewe=-9.10, Synergy_HSA=-2.55. (3) Drug 1: CS(=O)(=O)C1=CC(=C(C=C1)C(=O)NC2=CC(=C(C=C2)Cl)C3=CC=CC=N3)Cl. Drug 2: CC12CCC3C(C1CCC2O)C(CC4=C3C=CC(=C4)O)CCCCCCCCCS(=O)CCCC(C(F)(F)F)(F)F. Cell line: K-562. Synergy scores: CSS=22.2, Synergy_ZIP=-1.35, Synergy_Bliss=8.85, Synergy_Loewe=5.94, Synergy_HSA=8.55. (4) Drug 1: C1=NC(=NC(=O)N1C2C(C(C(O2)CO)O)O)N. Drug 2: C1C(C(OC1N2C=NC(=NC2=O)N)CO)O. Cell line: A549. Synergy scores: CSS=30.0, Synergy_ZIP=-2.06, Synergy_Bliss=7.95, Synergy_Loewe=5.22, Synergy_HSA=6.15. (5) Drug 1: CN(CC1=CN=C2C(=N1)C(=NC(=N2)N)N)C3=CC=C(C=C3)C(=O)NC(CCC(=O)O)C(=O)O. Drug 2: CC1C(C(CC(O1)OC2CC(CC3=C2C(=C4C(=C3O)C(=O)C5=CC=CC=C5C4=O)O)(C(=O)C)O)N)O. Cell line: MALME-3M. Synergy scores: CSS=54.4, Synergy_ZIP=-3.41, Synergy_Bliss=-1.85, Synergy_Loewe=-0.254, Synergy_HSA=0.840. (6) Drug 1: C1=C(C(=O)NC(=O)N1)F. Drug 2: CC1CCCC2(C(O2)CC(NC(=O)CC(C(C(=O)C(C1O)C)(C)C)O)C(=CC3=CSC(=N3)C)C)C. Cell line: SNB-19. Synergy scores: CSS=29.6, Synergy_ZIP=0.930, Synergy_Bliss=1.51, Synergy_Loewe=1.44, Synergy_HSA=1.51. (7) Drug 2: CC(C)NC(=O)C1=CC=C(C=C1)CNNC.Cl. Drug 1: CS(=O)(=O)CCNCC1=CC=C(O1)C2=CC3=C(C=C2)N=CN=C3NC4=CC(=C(C=C4)OCC5=CC(=CC=C5)F)Cl. Synergy scores: CSS=-3.65, Synergy_ZIP=-2.71, Synergy_Bliss=-7.67, Synergy_Loewe=-5.51, Synergy_HSA=-6.38. Cell line: SR.